This data is from Reaction yield outcomes from USPTO patents with 853,638 reactions. The task is: Predict the reaction yield, written as a fraction of the theoretical maximum amount of product (1.0 means a 100% yield; for example, 0.34 means a 34% yield). (1) The reactants are F[C:2]1[CH:3]=[CH:4][C:5]([N+:14]([O-:16])=[O:15])=[C:6]([N:8]2[CH2:13][CH2:12][CH2:11][CH2:10][CH2:9]2)[CH:7]=1.[CH3:17][NH2:18]. The catalyst is CO. The product is [CH3:17][NH:18][C:2]1[CH:3]=[CH:4][C:5]([N+:14]([O-:16])=[O:15])=[C:6]([N:8]2[CH2:13][CH2:12][CH2:11][CH2:10][CH2:9]2)[CH:7]=1. The yield is 1.00. (2) The reactants are [NH2:1][C:2](=[O:43])[CH2:3][C:4]1[CH:42]=[CH:41][CH:40]=[CH:39][C:5]=1[CH2:6][CH2:7][C:8]1[C:13]([C:14]([F:17])([F:16])[F:15])=[CH:12][N:11]=[C:10]([NH:18][C:19]2[CH:38]=[CH:37][C:22]([CH2:23][N:24]3[CH2:29][CH2:28][N:27](C(OC(C)(C)C)=O)[CH2:26][CH2:25]3)=[CH:21][CH:20]=2)[N:9]=1.C(O)(C(F)(F)F)=O. The catalyst is C(Cl)Cl. The product is [N:24]1([CH2:23][C:22]2[CH:21]=[CH:20][C:19]([NH:18][C:10]3[N:9]=[C:8]([CH2:7][CH2:6][C:5]4[CH:39]=[CH:40][CH:41]=[CH:42][C:4]=4[CH2:3][C:2]([NH2:1])=[O:43])[C:13]([C:14]([F:16])([F:15])[F:17])=[CH:12][N:11]=3)=[CH:38][CH:37]=2)[CH2:25][CH2:26][NH:27][CH2:28][CH2:29]1. The yield is 0.980. (3) The reactants are [C:1]1([S:7][C:8]2[CH:13]=[CH:12][C:11]([OH:14])=[CH:10][CH:9]=2)[CH:6]=[CH:5][CH:4]=[CH:3][CH:2]=1.Br[CH2:16][CH2:17][CH2:18][CH2:19][CH2:20][CH3:21].C(=O)([O-])[O-].[K+].[K+].CN(C=O)C. The catalyst is C1(C)C=CC=CC=1.O. The product is [C:1]1([S:7][C:8]2[CH:13]=[CH:12][C:11]([O:14][CH2:16][CH2:17][CH2:18][CH2:19][CH2:20][CH3:21])=[CH:10][CH:9]=2)[CH:2]=[CH:3][CH:4]=[CH:5][CH:6]=1. The yield is 0.900. (4) The reactants are [Br:1][C:2]1[C:6]2[CH2:7][N:8]([C:11](OC(C)(C)C)=[O:12])[CH2:9][CH2:10][C:5]=2[N:4]([CH:18]2[CH2:21][O:20][CH2:19]2)[N:3]=1.F[C:23](F)(F)C(O)=O.C(N(CC)CC)C.C(OC(=O)C)(=O)C. The catalyst is C(Cl)Cl. The product is [Br:1][C:2]1[C:6]2[CH2:7][N:8]([C:11](=[O:12])[CH3:23])[CH2:9][CH2:10][C:5]=2[N:4]([CH:18]2[CH2:21][O:20][CH2:19]2)[N:3]=1. The yield is 0.810. (5) The reactants are [NH:1]1[C:9]2[C:4](=[CH:5][CH:6]=[CH:7][CH:8]=2)[CH:3]=[CH:2]1.[Li]CCCC.[B:15](OC(C)C)([O:20]C(C)C)[O:16]C(C)C.Cl.C([O-])(O)=O.[Na+]. The catalyst is C1COCC1. The product is [NH:1]1[C:9]2[C:4](=[CH:5][CH:6]=[CH:7][CH:8]=2)[CH:3]=[C:2]1[B:15]([OH:20])[OH:16]. The yield is 0.170.